Dataset: Forward reaction prediction with 1.9M reactions from USPTO patents (1976-2016). Task: Predict the product of the given reaction. (1) Given the reactants C([O:3][C:4]([CH2:6][N:7]1[CH2:11][C@@H:10]([C:12]2[CH:17]=[CH:16][CH:15]=[CH:14][CH:13]=2)[CH2:9][C:8]1=[O:18])=O)C.[NH3:19], predict the reaction product. The product is: [C:4]([CH2:6][N:7]1[CH2:11][C@@H:10]([C:12]2[CH:17]=[CH:16][CH:15]=[CH:14][CH:13]=2)[CH2:9][C:8]1=[O:18])(=[O:3])[NH2:19]. (2) Given the reactants [Br:1][C:2]1[CH:3]=[C:4]([C@@:8]2([CH3:26])[N:13](CC3C=CC(OC)=CC=3)[C:12](=[O:23])[C:11]([CH3:25])([CH3:24])[O:10][CH2:9]2)[CH:5]=[CH:6][CH:7]=1.C1(OC)C=CC=CC=1.FC(F)(F)S(O)(=O)=O.C(=O)([O-])O.[Na+], predict the reaction product. The product is: [Br:1][C:2]1[CH:3]=[C:4]([C@@:8]2([CH3:26])[NH:13][C:12](=[O:23])[C:11]([CH3:25])([CH3:24])[O:10][CH2:9]2)[CH:5]=[CH:6][CH:7]=1. (3) Given the reactants [CH3:1][C@H:2]1[CH2:6][C@H:5]([CH2:7][N:8]2[C:16]3[C:11](=[CH:12][C:13]([C:17]4[CH:18]=[N:19][N:20](C5CCCCO5)[CH:21]=4)=[CH:14][CH:15]=3)[CH:10]=[N:9]2)[CH2:4][N:3]1[C:28](=[O:37])[CH2:29][CH2:30][C:31]1[CH:36]=[CH:35][CH:34]=[CH:33][CH:32]=1.C1(C)C=CC(S(O)(=O)=O)=CC=1.C(=O)(O)[O-].[Na+], predict the reaction product. The product is: [NH:19]1[CH:18]=[C:17]([C:13]2[CH:12]=[C:11]3[C:16](=[CH:15][CH:14]=2)[N:8]([CH2:7][C@@H:5]2[CH2:4][N:3]([C:28](=[O:37])[CH2:29][CH2:30][C:31]4[CH:32]=[CH:33][CH:34]=[CH:35][CH:36]=4)[C@@H:2]([CH3:1])[CH2:6]2)[N:9]=[CH:10]3)[CH:21]=[N:20]1.